This data is from Forward reaction prediction with 1.9M reactions from USPTO patents (1976-2016). The task is: Predict the product of the given reaction. (1) Given the reactants [F:1][C:2]1[CH:7]=[CH:6][CH:5]=[C:4]([F:8])[C:3]=1[NH:9][C:10]([C:12]1[CH:13]=[C:14]([C:18]2[C:19]([CH3:29])=[CH:20][C:21]([O:24][CH2:25][C:26]([OH:28])=O)=[N:22][CH:23]=2)[N:15]([CH3:17])[N:16]=1)=[O:11].C[CH2:31][N:32](C(C)C)[CH:33](C)C.CN(C(ON1N=NC2C=CC=NC1=2)=[N+](C)C)C.F[P-](F)(F)(F)(F)F.CNC, predict the reaction product. The product is: [F:1][C:2]1[CH:7]=[CH:6][CH:5]=[C:4]([F:8])[C:3]=1[NH:9][C:10]([C:12]1[CH:13]=[C:14]([C:18]2[CH:23]=[N:22][C:21]([O:24][CH2:25][C:26](=[O:28])[N:32]([CH3:33])[CH3:31])=[CH:20][C:19]=2[CH3:29])[N:15]([CH3:17])[N:16]=1)=[O:11]. (2) Given the reactants [C:1]([O:5][C:6]([N:8]1[CH2:13][CH:12]=[C:11](OS(C(F)(F)F)(=O)=O)[CH2:10][CH2:9]1)=[O:7])([CH3:4])([CH3:3])[CH3:2].CC1(C)C(C)(C)OB([C:30]2[CH:35]=[CH:34][C:33]([NH2:36])=[CH:32][CH:31]=2)O1.C([O-])([O-])=O.[Na+].[Na+].CCOC(C)=O, predict the reaction product. The product is: [C:1]([O:5][C:6]([N:8]1[CH2:13][CH:12]=[C:11]([C:30]2[CH:35]=[CH:34][C:33]([NH2:36])=[CH:32][CH:31]=2)[CH2:10][CH2:9]1)=[O:7])([CH3:4])([CH3:3])[CH3:2]. (3) Given the reactants [CH3:1][S:2]([C:5]1[CH:35]=[CH:34][C:8]([CH2:9][NH:10][C:11]([C:13]2[C:18](=[O:19])[N:17]([C:20]3[CH:25]=[CH:24][CH:23]=[C:22]([C:26]([F:29])([F:28])[F:27])[CH:21]=3)[C:16]([CH3:30])=[C:15]([C:31](O)=[O:32])[CH:14]=2)=[O:12])=[CH:7][CH:6]=1)(=[O:4])=[O:3].[NH3:36].Cl[CH2:38][C:39]([CH3:41])=O.C([O-])([O-])=O.[Ca+2], predict the reaction product. The product is: [CH3:1][S:2]([C:5]1[CH:35]=[CH:34][C:8]([CH2:9][NH:10][C:11]([C:13]2[C:18](=[O:19])[N:17]([C:20]3[CH:25]=[CH:24][CH:23]=[C:22]([C:26]([F:27])([F:29])[F:28])[CH:21]=3)[C:16]([CH3:30])=[C:15]([C:31]3[O:32][CH:38]=[C:39]([CH3:41])[N:36]=3)[CH:14]=2)=[O:12])=[CH:7][CH:6]=1)(=[O:3])=[O:4]. (4) The product is: [CH:1]1([NH:6][C:25]([NH2:24])=[S:26])[CH2:5][CH2:4][CH2:3][CH2:2]1. Given the reactants [CH:1]1([NH2:6])[CH2:5][CH2:4][CH2:3][CH2:2]1.C([N:24]=[C:25]=[S:26])(OCC1C2C(=CC=CC=2)C2C1=CC=CC=2)=O, predict the reaction product. (5) The product is: [C:1]([C:3]1([C:17]2[CH:22]=[CH:21][CH:20]=[CH:19][N:18]=2)[CH2:8][CH2:7][N:6]([C:9]([O:11][C:12]([CH3:15])([CH3:14])[CH3:13])=[O:10])[CH2:5][CH2:4]1)#[N:2]. Given the reactants [C:1]([CH:3]1[CH2:8][CH2:7][N:6]([C:9]([O:11][C:12]([CH3:15])([CH3:14])[CH3:13])=[O:10])[CH2:5][CH2:4]1)#[N:2].F[C:17]1[CH:22]=[CH:21][CH:20]=[CH:19][N:18]=1.C[Si]([N-][Si](C)(C)C)(C)C.[Na+], predict the reaction product. (6) Given the reactants C(OC([NH:8][C@@H:9]1[C@H:14]([NH:15][C:16]2[N:21]=[C:20]([C:22]3[S:26][N:25]=[C:24]([CH2:27][CH3:28])[CH:23]=3)[C:19]3[C:29](=[O:39])[N:30](C(OC(C)(C)C)=O)[CH2:31][C:18]=3[C:17]=2[F:40])[CH2:13][CH2:12][O:11][CH2:10]1)=O)(C)(C)C.Cl.O1CCOCC1.CCO, predict the reaction product. The product is: [NH2:8][C@@H:9]1[C@H:14]([NH:15][C:16]2[N:21]=[C:20]([C:22]3[S:26][N:25]=[C:24]([CH2:27][CH3:28])[CH:23]=3)[C:19]3[C:29](=[O:39])[NH:30][CH2:31][C:18]=3[C:17]=2[F:40])[CH2:13][CH2:12][O:11][CH2:10]1.